Dataset: PAMPA (Parallel Artificial Membrane Permeability Assay) permeability data from NCATS. Task: Regression/Classification. Given a drug SMILES string, predict its absorption, distribution, metabolism, or excretion properties. Task type varies by dataset: regression for continuous measurements (e.g., permeability, clearance, half-life) or binary classification for categorical outcomes (e.g., BBB penetration, CYP inhibition). Dataset: pampa_ncats. (1) The compound is CC1=NC(=CC(=N1)[C@H]2CN3CC[C@H]2C[C@@H]3CNC(=O)NC4CCCCC4)C5=CC=CO5. The result is 1 (high permeability). (2) The molecule is C1CCC(CC1)C(=O)NC2=CC=CC=C2C(=O)NC3=CC=CC(=C3)C(F)(F)F. The result is 0 (low-to-moderate permeability). (3) The compound is COC1=C(C=CC(=C1)NC2=NC(=NC3=CC=CC=C32)C4=CC=NC=C4)C(=O)OC. The result is 1 (high permeability).